Dataset: Forward reaction prediction with 1.9M reactions from USPTO patents (1976-2016). Task: Predict the product of the given reaction. (1) Given the reactants [Si]([O:8][CH2:9][CH2:10][C:11]1[CH:12]=[C:13](/[CH:17]=[CH:18]/[C:19]2[N:20]=[C:21]([NH:24][C:25](=[O:27])[CH3:26])[S:22][CH:23]=2)[CH:14]=[CH:15][CH:16]=1)(C(C)(C)C)(C)C.[F-].C([N+](CCCC)(CCCC)CCCC)CCC.O, predict the reaction product. The product is: [OH:8][CH2:9][CH2:10][C:11]1[CH:12]=[C:13](/[CH:17]=[CH:18]/[C:19]2[N:20]=[C:21]([NH:24][C:25](=[O:27])[CH3:26])[S:22][CH:23]=2)[CH:14]=[CH:15][CH:16]=1. (2) Given the reactants [C:1]([C:5]1[CH:30]=[C:8]2[N:9]=[C:10]([CH3:29])[C:11]([CH:21]([CH2:26][CH2:27][CH3:28])[C:22]([O:24]C)=[O:23])=[C:12]([C:13]3[CH:18]=[CH:17][C:16]([Cl:19])=[CH:15][C:14]=3[F:20])[N:7]2[N:6]=1)([CH3:4])([CH3:3])[CH3:2].[OH-].[Na+].C(OCC)(=O)C, predict the reaction product. The product is: [C:1]([C:5]1[CH:30]=[C:8]2[N:9]=[C:10]([CH3:29])[C:11]([CH:21]([CH2:26][CH2:27][CH3:28])[C:22]([OH:24])=[O:23])=[C:12]([C:13]3[CH:18]=[CH:17][C:16]([Cl:19])=[CH:15][C:14]=3[F:20])[N:7]2[N:6]=1)([CH3:3])([CH3:4])[CH3:2]. (3) Given the reactants [C:1]([C:5]1[CH:13]=[CH:12][C:8]([C:9](O)=[O:10])=[C:7]([O:14][C:15]2[CH:20]=[CH:19][CH:18]=[C:17]([C:21]([F:24])([F:23])[F:22])[N:16]=2)[CH:6]=1)([CH3:4])([CH3:3])[CH3:2].CN(C(ON1N=NC2C=CC=NC1=2)=[N+](C)C)C.F[P-](F)(F)(F)(F)F.C(N(CC)CC)C.Cl.[CH3:57][S:58]([C:61]1[CH:62]=[C:63]([CH:65]=[CH:66][CH:67]=1)[NH2:64])(=[O:60])=[O:59], predict the reaction product. The product is: [C:1]([C:5]1[CH:13]=[CH:12][C:8]([C:9]([NH:64][C:63]2[CH:65]=[CH:66][CH:67]=[C:61]([S:58]([CH3:57])(=[O:60])=[O:59])[CH:62]=2)=[O:10])=[C:7]([O:14][C:15]2[CH:20]=[CH:19][CH:18]=[C:17]([C:21]([F:22])([F:24])[F:23])[N:16]=2)[CH:6]=1)([CH3:3])([CH3:4])[CH3:2].